This data is from Reaction yield outcomes from USPTO patents with 853,638 reactions. The task is: Predict the reaction yield, written as a fraction of the theoretical maximum amount of product (1.0 means a 100% yield; for example, 0.34 means a 34% yield). The reactants are Cl[C:2]1[N:7]=[C:6]([NH:8][C@H:9]([CH3:12])[CH2:10][OH:11])[C:5]([C:13]2[S:14][CH:15]=[CH:16][CH:17]=2)=[CH:4][N:3]=1.[NH2:18][C:19]1[CH:24]=[CH:23][C:22]([S:25]([CH3:38])(=[N:27][C:28](=[O:37])[NH:29][C:30]2[CH:35]=[CH:34][C:33]([CH3:36])=[CH:32][CH:31]=2)=[O:26])=[CH:21][CH:20]=1. No catalyst specified. The product is [C:33]1([CH3:36])[CH:32]=[CH:31][C:30]([NH:29][C:28]([N:27]=[S:25]([C:22]2[CH:21]=[CH:20][C:19]([NH:18][C:2]3[N:7]=[C:6]([NH:8][C@H:9]([CH3:12])[CH2:10][OH:11])[C:5]([C:13]4[S:14][CH:15]=[CH:16][CH:17]=4)=[CH:4][N:3]=3)=[CH:24][CH:23]=2)([CH3:38])=[O:26])=[O:37])=[CH:35][CH:34]=1. The yield is 0.210.